This data is from Catalyst prediction with 721,799 reactions and 888 catalyst types from USPTO. The task is: Predict which catalyst facilitates the given reaction. (1) Reactant: [Cl:1][C:2]1[C:3]([O:21][CH2:22][CH3:23])=[C:4]2[C:9](=[CH:10][CH:11]=1)[O:8][CH:7]([C:12]([F:15])([F:14])[F:13])[C:6]([C:16]([O:18]CC)=[O:17])=[CH:5]2.O.[OH-].[Li+].C(O)C. Product: [Cl:1][C:2]1[C:3]([O:21][CH2:22][CH3:23])=[C:4]2[C:9](=[CH:10][CH:11]=1)[O:8][CH:7]([C:12]([F:15])([F:13])[F:14])[C:6]([C:16]([OH:18])=[O:17])=[CH:5]2. The catalyst class is: 20. (2) Reactant: [N+:1]([C:4]1[CH:11]=[CH:10][C:7]([CH:8]=[O:9])=[CH:6][CH:5]=1)([O-:3])=[O:2].S([CH2:22][N+:23]#[C-:24])(C1C=CC(C)=CC=1)(=O)=O.C(=O)([O-])[O-].[K+].[K+]. Product: [N+:1]([C:4]1[CH:5]=[CH:6][C:7]([C:8]2[O:9][CH:24]=[N:23][CH:22]=2)=[CH:10][CH:11]=1)([O-:3])=[O:2]. The catalyst class is: 24. (3) Reactant: [C:1]([C:3]1[CH:11]=[CH:10][CH:9]=[C:8]2[C:4]=1[CH:5]=[CH:6][NH:7]2)#[N:2].[H-].[Na+].[CH3:14][O:15][C:16]1[CH:21]=[CH:20][C:19]([S:22](Cl)(=[O:24])=[O:23])=[CH:18][C:17]=1[N:26]1[CH2:31][CH2:30][N:29]([C:32](=[O:37])[C:33]([Cl:36])([Cl:35])[Cl:34])[CH2:28][CH2:27]1. Product: [CH3:14][O:15][C:16]1[CH:21]=[CH:20][C:19]([S:22]([N:7]2[C:8]3[CH:9]=[CH:10][CH:11]=[C:3]([C:1]#[N:2])[C:4]=3[CH:5]=[CH:6]2)(=[O:23])=[O:24])=[CH:18][C:17]=1[N:26]1[CH2:31][CH2:30][N:29]([C:32](=[O:37])[C:33]([Cl:36])([Cl:35])[Cl:34])[CH2:28][CH2:27]1. The catalyst class is: 1. (4) Reactant: Br[C:2]1[CH:7]=[CH:6][C:5]([CH:8]2[O:12][CH2:11][CH2:10][O:9]2)=[CH:4][N:3]=1.CC(C)([O-])C.[Na+].[NH2:19][C:20]1[CH:25]=[CH:24][N:23]=[C:22]([CH3:26])[CH:21]=1.N#N.CC(C1C=C(C(C)C)C(C2C=CC=CC=2P(C2CCCCC2)C2CCCCC2)=C(C(C)C)C=1)C. Product: [O:9]1[CH2:10][CH2:11][O:12][CH:8]1[C:5]1[CH:6]=[CH:7][C:2]([NH:19][C:20]2[CH:25]=[CH:24][N:23]=[C:22]([CH3:26])[CH:21]=2)=[N:3][CH:4]=1. The catalyst class is: 62.